From a dataset of Forward reaction prediction with 1.9M reactions from USPTO patents (1976-2016). Predict the product of the given reaction. Given the reactants Cl[C:2]1[N:7]=[C:6]([C:8]2[S:12][C:11]([CH:13]([CH3:15])[CH3:14])=[N:10][C:9]=2[C:16]2[CH:17]=[CH:18][C:19]([F:32])=[C:20]([NH:22][S:23]([C:26]3[N:27]=[CH:28][N:29]([CH3:31])[CH:30]=3)(=[O:25])=[O:24])[CH:21]=2)[CH:5]=[CH:4][N:3]=1.[CH3:33][S:34][CH2:35][CH2:36][CH2:37][NH2:38], predict the reaction product. The product is: [F:32][C:19]1[CH:18]=[CH:17][C:16]([C:9]2[N:10]=[C:11]([CH:13]([CH3:15])[CH3:14])[S:12][C:8]=2[C:6]2[CH:5]=[CH:4][N:3]=[C:2]([NH:38][CH2:37][CH2:36][CH2:35][S:34][CH3:33])[N:7]=2)=[CH:21][C:20]=1[NH:22][S:23]([C:26]1[N:27]=[CH:28][N:29]([CH3:31])[CH:30]=1)(=[O:25])=[O:24].